Dataset: Full USPTO retrosynthesis dataset with 1.9M reactions from patents (1976-2016). Task: Predict the reactants needed to synthesize the given product. (1) Given the product [ClH:20].[NH2:8][CH2:9][C:10]1[C:18]([Br:19])=[CH:17][CH:16]=[CH:15][C:11]=1[C:12]([OH:14])=[O:13], predict the reactants needed to synthesize it. The reactants are: C(OC([NH:8][CH2:9][C:10]1[C:18]([Br:19])=[CH:17][CH:16]=[CH:15][C:11]=1[C:12]([OH:14])=[O:13])=O)(C)(C)C.[ClH:20]. (2) The reactants are: CC1CCN2C(=O)C3C4CCCC(=[O:20])C=4SC=3N=C2CC1.[CH2:22]([O:24][C:25]([CH:27]1[CH2:33][CH2:32][N:31]2[C:34](=[O:45])[C:35]3[C:40]4[CH2:41][CH2:42][CH2:43][CH2:44][C:39]=4[S:38][C:36]=3[N:37]=[C:30]2[CH2:29][CH2:28]1)=[O:26])[CH3:23]. Given the product [CH2:22]([O:24][C:25]([CH:27]1[CH2:33][CH2:32][N:31]2[C:34](=[O:45])[C:35]3[C:40]4[CH2:41][CH2:42][CH2:43][C:44](=[O:20])[C:39]=4[S:38][C:36]=3[N:37]=[C:30]2[CH2:29][CH2:28]1)=[O:26])[CH3:23], predict the reactants needed to synthesize it. (3) Given the product [O:19]1[CH2:20][CH2:21][N:16]([C:4]2[C:5]3[S:10][CH:9]=[C:8]([C:11]4[S:15][CH:14]=[N:13][CH:12]=4)[C:6]=3[N:7]=[C:2]([C:30]3[CH:31]=[CH:32][C:33]([NH2:36])=[N:34][CH:35]=3)[N:3]=2)[CH2:17][CH2:18]1, predict the reactants needed to synthesize it. The reactants are: Cl[C:2]1[N:3]=[C:4]([N:16]2[CH2:21][CH2:20][O:19][CH2:18][CH2:17]2)[C:5]2[S:10][CH:9]=[C:8]([C:11]3[S:15][CH:14]=[N:13][CH:12]=3)[C:6]=2[N:7]=1.CC1(C)C(C)(C)OB([C:30]2[CH:31]=[CH:32][C:33]([NH2:36])=[N:34][CH:35]=2)O1. (4) The reactants are: [F:1][C:2]1[CH:7]=[CH:6][C:5]([C:8]([F:11])([F:10])[F:9])=[CH:4][C:3]=1[NH:12][C:13]([NH:15][C:16]1[CH:21]=[CH:20][C:19]([C:22]#[C:23][C:24]([NH2:26])=[O:25])=[CH:18][CH:17]=1)=[O:14].N1C2C(=CC=CC=2)C=CC=1.[H][H]. Given the product [F:1][C:2]1[CH:7]=[CH:6][C:5]([C:8]([F:11])([F:9])[F:10])=[CH:4][C:3]=1[NH:12][C:13]([NH:15][C:16]1[CH:21]=[CH:20][C:19](/[CH:22]=[CH:23]\[C:24]([NH2:26])=[O:25])=[CH:18][CH:17]=1)=[O:14], predict the reactants needed to synthesize it. (5) The reactants are: [Br:1][C:2]1[CH:7]=[CH:6][C:5]([C@@H:8]2[CH2:14][O:13][CH2:12][C:11](=O)[N:10]([C@@H:16]([C:18]3[CH:23]=[CH:22][CH:21]=[CH:20][CH:19]=3)[CH3:17])[CH2:9]2)=[CH:4][CH:3]=1.CO.[OH-].[Na+]. Given the product [Br:1][C:2]1[CH:3]=[CH:4][C:5]([C@@H:8]2[CH2:14][O:13][CH2:12][CH2:11][N:10]([C@@H:16]([C:18]3[CH:19]=[CH:20][CH:21]=[CH:22][CH:23]=3)[CH3:17])[CH2:9]2)=[CH:6][CH:7]=1, predict the reactants needed to synthesize it. (6) Given the product [Br:1][C:2]1[CH:3]=[CH:4][C:5]2[C:11]3[S:12][C:13]([C:15]4[N:31]([C:30]5[CH:29]=[CH:28][C:22]([C:23]([N:25]([CH3:27])[CH3:26])=[O:24])=[CH:21][C:20]=5[Cl:19])[N:32]=[CH:33][N:17]=4)=[CH:14][C:10]=3[CH2:9][CH2:8][O:7][C:6]=2[CH:18]=1, predict the reactants needed to synthesize it. The reactants are: [Br:1][C:2]1[CH:3]=[CH:4][C:5]2[C:11]3[S:12][C:13]([C:15]([NH2:17])=O)=[CH:14][C:10]=3[CH2:9][CH2:8][O:7][C:6]=2[CH:18]=1.[Cl:19][C:20]1[CH:21]=[C:22]([CH:28]=[CH:29][C:30]=1[NH:31][NH2:32])[C:23]([N:25]([CH3:27])[CH3:26])=[O:24].[C:33](O)(=O)C. (7) The reactants are: O.Cl.[C:3]([NH2:11])(=[NH:10])[C:4]1[CH:9]=[CH:8][CH:7]=[CH:6][CH:5]=1.C([O-])(=O)C.[Na+].N[C:18]1[NH:22][N:21]=[C:20]([NH:23][C:24]2[CH:29]=[CH:28][C:27]([Br:30])=[CH:26][CH:25]=2)[C:19]=1[C:31]#[N:32].O. Given the product [NH2:32][C:31]1[N:11]=[C:3]([C:4]2[CH:9]=[CH:8][CH:7]=[CH:6][CH:5]=2)[N:10]=[C:18]2[NH:22][N:21]=[C:20]([NH:23][C:24]3[CH:29]=[CH:28][C:27]([Br:30])=[CH:26][CH:25]=3)[C:19]=12, predict the reactants needed to synthesize it. (8) Given the product [ClH:29].[C:2]1([NH:8][C:9]([C:11]2[N:12]=[C:13]3[CH:18]=[CH:17][C:16]([B:19]([OH:23])[OH:20])=[CH:15][N:14]3[CH:28]=2)=[O:10])[CH:7]=[CH:6][CH:5]=[CH:4][CH:3]=1, predict the reactants needed to synthesize it. The reactants are: Br.[C:2]1([NH:8][C:9]([C:11]2[N:12]=[C:13]3[CH:18]=[CH:17][C:16]([B:19]4[O:23]C(C)(C)C(C)(C)[O:20]4)=[CH:15][N:14]3[CH:28]=2)=[O:10])[CH:7]=[CH:6][CH:5]=[CH:4][CH:3]=1.[ClH:29].C1(B(O)O)C=CC=CC=1. (9) The reactants are: C(NC(C)C)(C)C.C([Li])CCC.[S:13]1[CH2:18][CH2:17][C:16](=[O:19])[CH2:15][CH2:14]1.C1C=CC(N([S:27]([C:30]([F:33])([F:32])[F:31])(=[O:29])=[O:28])[S:27]([C:30]([F:33])([F:32])[F:31])(=[O:29])=[O:28])=CC=1. Given the product [S:13]1[CH2:18][CH:17]=[C:16]([O:19][S:27]([C:30]([F:33])([F:32])[F:31])(=[O:29])=[O:28])[CH2:15][CH2:14]1, predict the reactants needed to synthesize it. (10) Given the product [CH3:27][N:28]([CH3:35])[C:29]1([CH3:34])[CH2:33][CH2:32][N:31]([C:2]2[CH:7]=[CH:6][C:5]([N:8]3[CH:17]=[CH:16][C:15]4[C:10](=[CH:11][CH:12]=[C:13]([O:18][CH2:19][C@H:20]5[CH2:24][CH2:23][CH2:22][O:21]5)[CH:14]=4)[C:9]3=[O:25])=[CH:4][C:3]=2[F:26])[CH2:30]1, predict the reactants needed to synthesize it. The reactants are: Br[C:2]1[CH:7]=[CH:6][C:5]([N:8]2[CH:17]=[CH:16][C:15]3[C:10](=[CH:11][CH:12]=[C:13]([O:18][CH2:19][C@H:20]4[CH2:24][CH2:23][CH2:22][O:21]4)[CH:14]=3)[C:9]2=[O:25])=[CH:4][C:3]=1[F:26].[CH3:27][N:28]([CH3:35])[C:29]1([CH3:34])[CH2:33][CH2:32][NH:31][CH2:30]1.